Dataset: Catalyst prediction with 721,799 reactions and 888 catalyst types from USPTO. Task: Predict which catalyst facilitates the given reaction. (1) Reactant: [F:1][C:2]1[CH:7]=[CH:6][C:5]([N:8]2[C:16](=[O:17])[C:15]3[N:14]=[CH:13][N:12]([CH3:18])[C:11]=3[N:10]=[C:9]2[C:19]2[CH2:24][CH2:23][CH:22]([C:25]([F:28])([F:27])[F:26])[CH2:21][CH:20]=2)=[CH:4][CH:3]=1. Product: [F:1][C:2]1[CH:7]=[CH:6][C:5]([N:8]2[C:16](=[O:17])[C:15]3[N:14]=[CH:13][N:12]([CH3:18])[C:11]=3[N:10]=[C:9]2[C@H:19]2[CH2:20][CH2:21][C@@H:22]([C:25]([F:28])([F:26])[F:27])[CH2:23][CH2:24]2)=[CH:4][CH:3]=1. The catalyst class is: 867. (2) Product: [C:7]1([S:4]([C:3]2([S:2][CH3:1])[CH2:20][C@H:18]3[C@:17]([C:22]4[C:31]5[C:26](=[CH:27][CH:28]=[CH:29][CH:30]=5)[CH:25]=[CH:24][CH:23]=4)([CH2:19]3)[CH2:16]2)(=[O:5])=[O:6])[CH:12]=[CH:11][CH:10]=[CH:9][CH:8]=1. The catalyst class is: 9. Reactant: [CH3:1][S:2][CH2:3][S:4]([C:7]1[CH:12]=[CH:11][CH:10]=[CH:9][CH:8]=1)(=[O:6])=[O:5].[H-].[Na+].Br[CH2:16][C@@:17]1([C:22]2[C:31]3[C:26](=[CH:27][CH:28]=[CH:29][CH:30]=3)[CH:25]=[CH:24][CH:23]=2)[CH2:19][CH:18]1[CH2:20]Br.C(OCC)(=O)C.CCCCCC. (3) Reactant: B.O1CCCC1.[C:7]([O:11][C:12](=[O:34])[C:13]([NH:16][C:17]1[CH:22]=[CH:21][CH:20]=[C:19]([CH2:23][CH2:24][NH:25][C:26](=O)[CH2:27][CH2:28][CH2:29][CH2:30][CH2:31][CH3:32])[CH:18]=1)([CH3:15])[CH3:14])([CH3:10])([CH3:9])[CH3:8].O1CCCC1.Cl. Product: [C:7]([O:11][C:12](=[O:34])[C:13]([NH:16][C:17]1[CH:22]=[CH:21][CH:20]=[C:19]([CH2:23][CH2:24][NH:25][CH2:26][CH2:27][CH2:28][CH2:29][CH2:30][CH2:31][CH3:32])[CH:18]=1)([CH3:15])[CH3:14])([CH3:10])([CH3:9])[CH3:8]. The catalyst class is: 13. (4) Reactant: [N:1]([CH2:4][C@H:5]1[O:10][CH2:9][CH2:8][N:7]([C:11]([O:13][C:14]([CH3:17])([CH3:16])[CH3:15])=[O:12])[CH2:6]1)=[N+]=[N-]. Product: [NH2:1][CH2:4][C@H:5]1[O:10][CH2:9][CH2:8][N:7]([C:11]([O:13][C:14]([CH3:17])([CH3:16])[CH3:15])=[O:12])[CH2:6]1. The catalyst class is: 19. (5) Product: [CH2:2]([CH:9]1[C:18]2[C:13](=[CH:14][CH:15]=[C:16]([O:19][CH2:20][CH2:21][NH:22][S:44]([C:42]3[CH:41]=[N:40][N:39]([CH3:38])[CH:43]=3)(=[O:46])=[O:45])[CH:17]=2)[O:12][CH2:11][CH:10]1[NH:23][C:24](=[O:25])[O:26][CH2:27][CH3:28])[C:3]1[CH:8]=[CH:7][CH:6]=[CH:5][CH:4]=1. The catalyst class is: 2. Reactant: [Cl-].[CH2:2]([CH:9]1[C:18]2[C:13](=[CH:14][CH:15]=[C:16]([O:19][CH2:20][CH2:21][NH3+:22])[CH:17]=2)[O:12][CH2:11][CH:10]1[NH:23][C:24]([O:26][CH2:27][CH3:28])=[O:25])[C:3]1[CH:8]=[CH:7][CH:6]=[CH:5][CH:4]=1.CC1C=CN=C(N)C=1C.[CH3:38][N:39]1[CH:43]=[C:42]([S:44](Cl)(=[O:46])=[O:45])[CH:41]=[N:40]1. (6) Reactant: C[O:2][C:3]1[CH:20]=[C:19]([C:21]([OH:23])=O)[CH:18]=[C:17]2[C:4]=1[C@H:5]1[C@H:14]([CH2:15][S:16]2(=[O:25])=[O:24])[C@:13]2([CH3:26])[C@H:8]([C:9]([CH3:28])([CH3:27])[CH2:10][CH2:11][CH2:12]2)[CH2:7][CH2:6]1.CN(C(ON1N=N[C:39]2[CH:40]=[CH:41][CH:42]=[N:43][C:38]1=2)=[N+](C)C)C.F[P-](F)(F)(F)(F)F.[CH3:53]N1CCOCC1.N1([C:66]([O:68][CH3:69])=[O:67])CCCCC1. Product: [OH:2][C:3]1[CH:20]=[C:19]([C:21]([N:43]2[CH2:38][CH2:39][CH:40]([C:66]([O:68][CH3:69])=[O:67])[CH2:41][CH2:42]2)=[O:23])[CH:18]=[C:17]2[C:4]=1[C@@:5]1([CH3:53])[C@H:14]([CH2:15][S:16]2(=[O:24])=[O:25])[C@:13]2([CH3:26])[C@H:8]([C:9]([CH3:27])([CH3:28])[CH2:10][CH2:11][CH2:12]2)[CH2:7][CH2:6]1. The catalyst class is: 118. (7) Reactant: [C:1]([C:3]1[CH:4]=[C:5]([CH:21]([CH3:23])[CH3:22])[C:6]2[O:10][C:9]([C:11]3[CH:19]=[CH:18][C:14]([C:15](O)=[O:16])=[CH:13][CH:12]=3)=[N:8][C:7]=2[CH:20]=1)#[N:2].[CH3:24][O:25][C:26]([CH:28]([NH2:37])[CH2:29][C:30]1[CH:35]=[CH:34][C:33]([Cl:36])=[CH:32][CH:31]=1)=[O:27].Cl.F[P-](F)(F)(F)(F)F.Br[P+](N1CCCC1)(N1CCCC1)N1CCCC1.C(N(C(C)C)CC)(C)C. Product: [CH3:24][O:25][C:26](=[O:27])[CH:28]([NH:37][C:15](=[O:16])[C:14]1[CH:13]=[CH:12][C:11]([C:9]2[O:10][C:6]3[C:5]([CH:21]([CH3:23])[CH3:22])=[CH:4][C:3]([C:1]#[N:2])=[CH:20][C:7]=3[N:8]=2)=[CH:19][CH:18]=1)[CH2:29][C:30]1[CH:31]=[CH:32][C:33]([Cl:36])=[CH:34][CH:35]=1. The catalyst class is: 9.